This data is from Full USPTO retrosynthesis dataset with 1.9M reactions from patents (1976-2016). The task is: Predict the reactants needed to synthesize the given product. (1) The reactants are: [N+:1]([C:4]1[CH:8]=[CH:7][NH:6][N:5]=1)([O-:3])=[O:2].[H-].[Na+].Cl.[N:12]1[CH:17]=[CH:16][CH:15]=[C:14]([CH2:18]Cl)[CH:13]=1. Given the product [N+:1]([C:4]1[CH:8]=[CH:7][N:6]([CH2:18][C:14]2[CH:13]=[N:12][CH:17]=[CH:16][CH:15]=2)[N:5]=1)([O-:3])=[O:2], predict the reactants needed to synthesize it. (2) The reactants are: [Cl:1][C:2]1[CH:8]=[CH:7][CH:6]=[CH:5][C:3]=1[NH2:4].Cl[C:10]1[C:19]2[C:14](=[C:15]([O:22][CH:23]3[CH2:27][CH2:26][CH2:25][CH2:24]3)[C:16]([O:20][CH3:21])=[CH:17][CH:18]=2)[O:13][C:12](=[O:28])[CH:11]=1. Given the product [Cl:1][C:2]1[CH:8]=[CH:7][CH:6]=[CH:5][C:3]=1[NH:4][C:10]1[C:19]2[C:14](=[C:15]([O:22][CH:23]3[CH2:27][CH2:26][CH2:25][CH2:24]3)[C:16]([O:20][CH3:21])=[CH:17][CH:18]=2)[O:13][C:12](=[O:28])[CH:11]=1, predict the reactants needed to synthesize it. (3) Given the product [CH2:11]([O:10][C:7]1[CH:6]=[C:3]([CH:4]=[O:5])[C:2]([C:51]2[CH:50]=[CH:49][C:48]([F:47])=[C:53]([F:54])[C:52]=2[F:55])=[CH:9][CH:8]=1)[CH3:12], predict the reactants needed to synthesize it. The reactants are: Br[C:2]1[CH:9]=[CH:8][C:7]([O:10][CH2:11][CH3:12])=[CH:6][C:3]=1[CH:4]=[O:5].C1(P(C2CCCCC2)C2C=CC=CC=2C2C(OC)=CC=CC=2OC)CCCCC1.C1COCC1.[F:47][C:48]1[C:53]([F:54])=[C:52]([F:55])[CH:51]=[CH:50][C:49]=1B(O)O. (4) Given the product [F:19][C:20]([Si:3]([CH3:2])([C:10]1[CH:11]=[CH:12][CH:13]=[CH:14][CH:15]=1)[C:4]1[CH:9]=[CH:8][CH:7]=[CH:6][CH:5]=1)=[CH2:21], predict the reactants needed to synthesize it. The reactants are: [Li].[CH3:2][Si:3](Cl)([C:10]1[CH:15]=[CH:14][CH:13]=[CH:12][CH:11]=1)[C:4]1[CH:9]=[CH:8][CH:7]=[CH:6][CH:5]=1.II.[F:19][C:20](F)=[CH2:21]. (5) The reactants are: [Cl:1][C:2]1[CH:9]=[CH:8][CH:7]=[C:6](Cl)[C:3]=1[CH:4]=[O:5].[CH3:11][S-:12].[Na+].O. Given the product [Cl:1][C:2]1[CH:9]=[CH:8][CH:7]=[C:6]([S:12][CH3:11])[C:3]=1[CH:4]=[O:5], predict the reactants needed to synthesize it. (6) Given the product [F:14][CH:2]([F:1])[N:3]1[C:11]2[C:6](=[CH:7][C:8]([CH2:12][NH2:13])=[CH:9][CH:10]=2)[CH:5]=[CH:4]1, predict the reactants needed to synthesize it. The reactants are: [F:1][CH:2]([F:14])[N:3]1[C:11]2[C:6](=[CH:7][C:8]([C:12]#[N:13])=[CH:9][CH:10]=2)[CH:5]=[CH:4]1.N. (7) Given the product [F:20][C:17]1[CH:18]=[CH:19][C:14]([NH:13][C:12]2[C:7]3[C:6]([CH3:33])=[C:5]([C:3]([NH2:34])=[O:2])[S:32][C:8]=3[N:9]=[CH:10][N:11]=2)=[C:15]([O:21][CH:22]2[CH2:26][CH2:25][N:24]([C:27](=[O:31])[CH2:28][O:29][CH3:30])[CH2:23]2)[CH:16]=1, predict the reactants needed to synthesize it. The reactants are: C[O:2][C:3]([C:5]1[S:32][C:8]2[N:9]=[CH:10][N:11]=[C:12]([NH:13][C:14]3[CH:19]=[CH:18][C:17]([F:20])=[CH:16][C:15]=3[O:21][CH:22]3[CH2:26][CH2:25][N:24]([C:27](=[O:31])[CH2:28][O:29][CH3:30])[CH2:23]3)[C:7]=2[C:6]=1[CH3:33])=O.[NH3:34]. (8) Given the product [C:4]([O:3][C:1]([N:8]1[CH2:15][CH2:14][CH2:13][C@H:9]1[C:10](=[O:12])[NH:22][C:21]1[CH:23]=[CH:24][CH:25]=[C:19]([O:18][C:17]([F:16])([F:26])[F:27])[CH:20]=1)=[O:2])([CH3:5])([CH3:6])[CH3:7], predict the reactants needed to synthesize it. The reactants are: [C:1]([N:8]1[CH2:15][CH2:14][CH2:13][C@H:9]1[C:10]([OH:12])=O)([O:3][C:4]([CH3:7])([CH3:6])[CH3:5])=[O:2].[F:16][C:17]([F:27])([F:26])[O:18][C:19]1[CH:20]=[C:21]([CH:23]=[CH:24][CH:25]=1)[NH2:22].CN(C(ON1N=NC2C=CC=CC1=2)=[N+](C)C)C.F[P-](F)(F)(F)(F)F.CCN(C(C)C)C(C)C. (9) Given the product [CH3:25][C:26]1[CH:33]=[C:32]([CH:31]=[C:28]([CH3:29])[CH:27]=1)[CH2:34][S:19][C:18]1[N:20]([CH2:21][CH2:22][CH2:23][OH:24])[C:3](=[O:4])[C:5]2[C:6](=[C:7]([O:15][CH3:16])[C:8]([O:13][CH3:14])=[C:9]([O:11][CH3:12])[CH:10]=2)[N:17]=1, predict the reactants needed to synthesize it. The reactants are: CO[C:3]([C:5]1[CH:10]=[C:9]([O:11][CH3:12])[C:8]([O:13][CH3:14])=[C:7]([O:15][CH3:16])[C:6]=1[N:17]=[C:18]=[S:19])=[O:4].[NH2:20][CH2:21][CH2:22][CH2:23][OH:24].[CH3:25][C:26]1[CH:27]=[C:28]([CH:31]=[C:32]([CH3:34])[CH:33]=1)[CH2:29]Br.C1(C)C=CC=CC=1. (10) Given the product [Cl:43][C:44]1[CH:49]=[CH:48][CH:47]=[CH:46][C:45]=1[NH:50][C:51]([N:27]1[C:17]2[N:18]=[C:19]([N:21]3[CH2:26][CH2:25][O:24][CH2:23][CH2:22]3)[N:20]=[C:15]([C:12]3[CH:11]=[N:10][C:9]([N:8]([CH2:7][C:6]4[CH:5]=[CH:4][C:3]([O:2][CH3:1])=[CH:40][CH:39]=4)[CH2:30][C:31]4[CH:32]=[CH:33][C:34]([O:37][CH3:38])=[CH:35][CH:36]=4)=[N:14][CH:13]=3)[C:16]=2[CH2:29][CH2:28]1)=[O:52], predict the reactants needed to synthesize it. The reactants are: [CH3:1][O:2][C:3]1[CH:40]=[CH:39][C:6]([CH2:7][N:8]([CH2:30][C:31]2[CH:36]=[CH:35][C:34]([O:37][CH3:38])=[CH:33][CH:32]=2)[C:9]2[N:14]=[CH:13][C:12]([C:15]3[C:16]4[CH2:29][CH2:28][NH:27][C:17]=4[N:18]=[C:19]([N:21]4[CH2:26][CH2:25][O:24][CH2:23][CH2:22]4)[N:20]=3)=[CH:11][N:10]=2)=[CH:5][CH:4]=1.[H-].[Na+].[Cl:43][C:44]1[CH:49]=[CH:48][CH:47]=[CH:46][C:45]=1[N:50]=[C:51]=[O:52].